This data is from Catalyst prediction with 721,799 reactions and 888 catalyst types from USPTO. The task is: Predict which catalyst facilitates the given reaction. (1) Reactant: [C:1]([O:5][C:6]([NH:8][CH2:9][C:10]1[N:11](CC(C)C)[C:12](=[O:30])[C:13]2[C:18]([C:19]=1[C:20]1[CH:25]=[CH:24][C:23]([Cl:26])=[CH:22][CH:21]=1)=[CH:17][C:16]([C:27]([NH2:29])=O)=[CH:15][CH:14]=2)=[O:7])([CH3:4])([CH3:3])[CH3:2].N1C(Cl)=NC(Cl)=NC=1Cl.CN(C)C=O. Product: [Cl:26][C:23]1[CH:22]=[CH:21][C:20]([C:19]2[C:18]3[C:13](=[CH:14][CH:15]=[C:16]([C:27]#[N:29])[CH:17]=3)[C:12](=[O:30])[NH:11][C:10]=2[CH2:9][NH:8][C:6](=[O:7])[O:5][C:1]([CH3:3])([CH3:2])[CH3:4])=[CH:25][CH:24]=1. The catalyst class is: 6. (2) Reactant: [C:1]([O:5][C:6]([NH:8][CH2:9][C:10]1[CH:18]=[CH:17][C:13]([C:14](O)=[O:15])=[C:12]([F:19])[CH:11]=1)=[O:7])([CH3:4])([CH3:3])[CH3:2].CO.[Cl-].[NH4+].O.[Cl-].COC1N=C(OC)N=C([N+]2(C)CCOCC2)[N:29]=1. Product: [C:14]([C:13]1[CH:17]=[CH:18][C:10]([CH2:9][NH:8][C:6](=[O:7])[O:5][C:1]([CH3:4])([CH3:3])[CH3:2])=[CH:11][C:12]=1[F:19])(=[O:15])[NH2:29]. The catalyst class is: 531. (3) Reactant: [CH2:1]([N:3]([CH2:6][CH3:7])[CH2:4][CH3:5])[CH3:2].Cl.[F:9][C:10]([F:29])([S:25]([O-:28])(=[O:27])=[O:26])[CH:11]([O:16][C:17](=[O:24])[C:18]1[CH:23]=[CH:22][CH:21]=[CH:20][CH:19]=1)[C:12]([F:15])([F:14])[F:13].[Na+].ClCCl. Product: [F:29][C:10]([F:9])([S:25]([O-:28])(=[O:26])=[O:27])[CH:11]([O:16][C:17](=[O:24])[C:18]1[CH:23]=[CH:22][CH:21]=[CH:20][CH:19]=1)[C:12]([F:13])([F:15])[F:14].[CH2:1]([NH+:3]([CH2:6][CH3:7])[CH2:4][CH3:5])[CH3:2]. The catalyst class is: 581. (4) Reactant: [C:1]([N:4]1[CH2:8][CH2:7][C:6]2([C:16]3[C:11](=[CH:12][CH:13]=[C:14]([CH:17]=[O:18])[CH:15]=3)[N:10]([C:19]([NH:21][C:22]3[S:23][C:24]([Cl:27])=[CH:25][N:26]=3)=[O:20])[CH2:9]2)[CH2:5]1)(=[O:3])[CH3:2].[BH4-].[Na+]. Product: [C:1]([N:4]1[CH2:8][CH2:7][C:6]2([C:16]3[C:11](=[CH:12][CH:13]=[C:14]([CH2:17][OH:18])[CH:15]=3)[N:10]([C:19]([NH:21][C:22]3[S:23][C:24]([Cl:27])=[CH:25][N:26]=3)=[O:20])[CH2:9]2)[CH2:5]1)(=[O:3])[CH3:2]. The catalyst class is: 5. (5) Reactant: [C:1]([O:5][C:6]([C@H:8]1[C@H:11]([CH2:12][CH3:13])[CH2:10][N:9]1C(C1C=CC=CC=1)C1C=CC=CC=1)=[O:7])([CH3:4])([CH3:3])[CH3:2].C(Cl)(=O)C. Product: [C:1]([O:5][C:6]([C@H:8]1[C@H:11]([CH2:12][CH3:13])[CH2:10][NH:9]1)=[O:7])([CH3:4])([CH3:3])[CH3:2]. The catalyst class is: 105.